This data is from Peptide-MHC class II binding affinity with 134,281 pairs from IEDB. The task is: Regression. Given a peptide amino acid sequence and an MHC pseudo amino acid sequence, predict their binding affinity value. This is MHC class II binding data. The peptide sequence is NISGYNFSLGAAVKA. The MHC is H-2-IAb with pseudo-sequence H-2-IAb. The binding affinity (normalized) is 0.671.